This data is from Full USPTO retrosynthesis dataset with 1.9M reactions from patents (1976-2016). The task is: Predict the reactants needed to synthesize the given product. (1) Given the product [CH3:1][S:2]([O:20][CH:17]1[CH2:18][CH2:19][C:14](=[O:13])[CH2:15][CH2:16]1)(=[O:4])=[O:3], predict the reactants needed to synthesize it. The reactants are: [CH3:1][S:2](Cl)(=[O:4])=[O:3].C(N(CC)CC)C.[OH:13][CH:14]1[CH2:19][CH2:18][C:17](=[O:20])[CH2:16][CH2:15]1. (2) Given the product [CH3:28][N:25]([CH3:26])[CH2:24][CH2:23][N:22]([CH2:21][C:10]1[N:9]([CH3:8])[C:13]2[CH:14]=[CH:15][C:16]([C:18](=[O:20])[CH3:19])=[CH:17][C:12]=2[N:11]=1)[CH3:27].[C:29]([OH:35])([C:31]([F:34])([F:33])[F:32])=[O:30], predict the reactants needed to synthesize it. The reactants are: CN(C)CCNC.[CH3:8][N:9]1[C:13]2[CH:14]=[CH:15][C:16]([C:18](=[O:20])[CH3:19])=[CH:17][C:12]=2[N:11]=[C:10]1[CH2:21][N:22]1[CH2:27][CH2:26][N:25]([CH3:28])[CH2:24][CH2:23]1.[C:29]([OH:35])([C:31]([F:34])([F:33])[F:32])=[O:30]. (3) Given the product [CH2:15]([O:14][C:8](=[O:13])[CH:9]([CH:26]1[CH2:27][CH2:28][CH2:29][C:24](=[O:30])[CH2:25]1)[C:10]([O:12][CH2:15][C:16]1[CH:21]=[CH:20][CH:19]=[CH:18][CH:17]=1)=[O:11])[C:16]1[CH:21]=[CH:20][CH:19]=[CH:18][CH:17]=1, predict the reactants needed to synthesize it. The reactants are: [H-].[H-].[H-].[H-].[Li+].[Al+3].[Na].[C:8]([O:14][CH2:15][C:16]1[CH:21]=[CH:20][CH:19]=[CH:18][CH:17]=1)(=[O:13])[CH2:9][C:10]([O-:12])=[O:11].[H-].[Na+].[C:24]1(=[O:30])[CH2:29][CH2:28][CH2:27][CH:26]=[CH:25]1.Cl.